Dataset: Full USPTO retrosynthesis dataset with 1.9M reactions from patents (1976-2016). Task: Predict the reactants needed to synthesize the given product. (1) Given the product [CH3:15][C:16]1[CH:17]=[C:18]([NH:19][C:2]2[C:7]([C:8]#[N:9])=[C:6]([S:10][CH3:11])[N:5]=[C:4]([S:12][CH2:13][CH3:14])[N:3]=2)[CH:20]=[C:21]([CH3:23])[CH:22]=1, predict the reactants needed to synthesize it. The reactants are: Cl[C:2]1[C:7]([C:8]#[N:9])=[C:6]([S:10][CH3:11])[N:5]=[C:4]([S:12][CH2:13][CH3:14])[N:3]=1.[CH3:15][C:16]1[CH:17]=[C:18]([CH:20]=[C:21]([CH3:23])[CH:22]=1)[NH2:19]. (2) Given the product [Cl:20][C:21]1[C:26]([NH:14][CH:12]([C:11]2[N:10]=[C:9]3[CH:15]=[CH:16][N:17]([CH3:18])[C:8]3=[CH:7][C:6]=2[N:4]2[CH2:5][C:2]([F:1])([F:19])[CH2:3]2)[CH3:13])=[N:25][C:24]([NH2:28])=[N:23][C:22]=1[NH2:29], predict the reactants needed to synthesize it. The reactants are: [F:1][C:2]1([F:19])[CH2:5][N:4]([C:6]2[CH:7]=[C:8]3[N:17]([CH3:18])[CH:16]=[CH:15][C:9]3=[N:10][C:11]=2[CH:12]([NH2:14])[CH3:13])[CH2:3]1.[Cl:20][C:21]1[C:22]([NH2:29])=[N:23][C:24]([NH2:28])=[N:25][C:26]=1Cl.CCN(CC)CC. (3) Given the product [CH3:18][N:15]1[CH2:16][CH2:17][C:11]2[C:8]3[C:9](=[O:10])[N:4]([CH2:3][CH2:2][N:22]4[CH2:23][CH2:24][N:19]([C:25]5[C:29]6[CH:30]=[C:31]([CH3:34])[CH:32]=[CH:33][C:28]=6[O:27][N:26]=5)[CH2:20][CH2:21]4)[CH:5]=[N:6][C:7]=3[S:13][C:12]=2[CH2:14]1, predict the reactants needed to synthesize it. The reactants are: Cl[CH2:2][CH2:3][N:4]1[C:9](=[O:10])[C:8]2[C:11]3[CH2:17][CH2:16][N:15]([CH3:18])[CH2:14][C:12]=3[S:13][C:7]=2[N:6]=[CH:5]1.[N:19]1([C:25]2[C:29]3[CH:30]=[C:31]([CH3:34])[CH:32]=[CH:33][C:28]=3[O:27][N:26]=2)[CH2:24][CH2:23][NH:22][CH2:21][CH2:20]1.C(N(C(C)C)CC)(C)C.[Br-].[Na+]. (4) The reactants are: C(OC([NH:8][C:9]1([CH2:20][NH:21][C:22]2([C:27]([O:29][CH3:30])=[O:28])[CH2:26][CH2:25][CH2:24][CH2:23]2)[C:17]2[C:12](=[C:13]([F:19])[CH:14]=[C:15]([F:18])[CH:16]=2)[CH2:11][CH2:10]1)=O)(C)(C)C.[ClH:31]. Given the product [ClH:31].[NH2:8][C:9]1([CH2:20][NH:21][C:22]2([C:27]([O:29][CH3:30])=[O:28])[CH2:26][CH2:25][CH2:24][CH2:23]2)[C:17]2[C:12](=[C:13]([F:19])[CH:14]=[C:15]([F:18])[CH:16]=2)[CH2:11][CH2:10]1, predict the reactants needed to synthesize it. (5) Given the product [Cl:1][C:2]1[CH:3]=[N:4][CH:5]=[CH:6][C:7]=1[C:12]1[N:17]=[C:16]([NH2:18])[N:15]=[C:14]([NH:19][CH3:20])[CH:13]=1, predict the reactants needed to synthesize it. The reactants are: [Cl:1][C:2]1[CH:3]=[N:4][CH:5]=[CH:6][C:7]=1B(O)O.I[C:12]1[N:17]=[C:16]([NH2:18])[N:15]=[C:14]([NH:19][CH3:20])[CH:13]=1. (6) Given the product [CH2:1]([C:8]1[S:12][C:11]([NH:13][C:14](=[O:23])[C:15]2[CH:20]=[CH:19][CH:18]=[CH:17][C:16]=2[OH:21])=[N:10][C:9]=1[C:24]1[CH:29]=[CH:28][C:27]([OH:30])=[CH:26][CH:25]=1)[C:2]1[CH:7]=[CH:6][CH:5]=[CH:4][CH:3]=1, predict the reactants needed to synthesize it. The reactants are: [CH2:1]([C:8]1[S:12][C:11]([NH:13][C:14](=[O:23])[C:15]2[CH:20]=[CH:19][CH:18]=[CH:17][C:16]=2[O:21]C)=[N:10][C:9]=1[C:24]1[CH:29]=[CH:28][C:27]([O:30]C)=[CH:26][CH:25]=1)[C:2]1[CH:7]=[CH:6][CH:5]=[CH:4][CH:3]=1.B(Br)(Br)Br. (7) Given the product [Cl:34][C:28]1[CH:29]=[C:30]([Cl:33])[CH:31]=[CH:32][C:27]=1[O:26][CH2:25][CH2:24][C:22]1[C:21]([O:35][CH:36]([CH3:38])[CH3:37])=[N:20][N:19]([CH2:18][CH2:17][OH:16])[CH:23]=1, predict the reactants needed to synthesize it. The reactants are: O1CCCC1CCO.C([O:16][CH2:17][CH2:18][N:19]1[CH:23]=[C:22]([CH2:24][CH2:25][O:26][C:27]2[CH:32]=[CH:31][C:30]([Cl:33])=[CH:29][C:28]=2[Cl:34])[C:21]([O:35][CH:36]([CH3:38])[CH3:37])=[N:20]1)C1C=CC=CC=1.